From a dataset of Catalyst prediction with 721,799 reactions and 888 catalyst types from USPTO. Predict which catalyst facilitates the given reaction. (1) The catalyst class is: 1. Reactant: [C:1]([C:5]1[CH:9]=[C:8]([NH:10][C:11]([NH:13][C:14]2[CH:19]=[CH:18][C:17]([O:20][C:21]3[CH:26]=[CH:25][N:24]=[C:23](Cl)[N:22]=3)=[C:16]([Cl:28])[C:15]=2[Cl:29])=[O:12])[N:7]([C:30]2[CH:35]=[CH:34][C:33]([CH3:36])=[CH:32][CH:31]=2)[N:6]=1)([CH3:4])([CH3:3])[CH3:2].[CH3:37][O:38][C:39]1[CH:40]=[C:41]([CH:43]=[C:44]([O:46][CH2:47][CH2:48][N:49]2[CH2:54][CH2:53][O:52][CH2:51][CH2:50]2)[CH:45]=1)[NH2:42].CN(C=O)C. Product: [C:1]([C:5]1[CH:9]=[C:8]([NH:10][C:11]([NH:13][C:14]2[CH:19]=[CH:18][C:17]([O:20][C:21]3[CH:26]=[CH:25][N:24]=[C:23]([NH:42][C:41]4[CH:43]=[C:44]([O:46][CH2:47][CH2:48][N:49]5[CH2:54][CH2:53][O:52][CH2:51][CH2:50]5)[CH:45]=[C:39]([O:38][CH3:37])[CH:40]=4)[N:22]=3)=[C:16]([Cl:28])[C:15]=2[Cl:29])=[O:12])[N:7]([C:30]2[CH:31]=[CH:32][C:33]([CH3:36])=[CH:34][CH:35]=2)[N:6]=1)([CH3:2])([CH3:3])[CH3:4]. (2) Reactant: [C:1]([O:5][C:6](=[O:28])[CH2:7][N:8]1[C:16]2[C:11](=[CH:12][CH:13]=[CH:14][CH:15]=2)[C:10]([C:17]2[C:21]3[CH:22]=[CH:23][CH:24]=[CH:25][C:20]=3[S:19](=[O:27])(=[O:26])[N:18]=2)=[CH:9]1)([CH3:4])([CH3:3])[CH3:2].[BH4-].[Na+]. Product: [C:1]([O:5][C:6](=[O:28])[CH2:7][N:8]1[C:16]2[C:11](=[CH:12][CH:13]=[CH:14][CH:15]=2)[C:10]([CH:17]2[C:21]3[CH:22]=[CH:23][CH:24]=[CH:25][C:20]=3[S:19](=[O:27])(=[O:26])[NH:18]2)=[CH:9]1)([CH3:4])([CH3:2])[CH3:3]. The catalyst class is: 5.